The task is: Predict which catalyst facilitates the given reaction.. This data is from Catalyst prediction with 721,799 reactions and 888 catalyst types from USPTO. (1) Reactant: F[P-](F)(F)(F)(F)F.[N:8]1(OC(N(C)C)=[N+](C)C)[C:12]2N=CC=C[C:11]=2N=N1.[NH2:25][C:26]1[N:27]=[C:28]([C:38]2[CH:43]=[CH:42][CH:41]=[CH:40][CH:39]=2)[C:29]2[CH:34]=[C:33]([C:35]([OH:37])=O)[S:32][C:30]=2[N:31]=1.C(N(C(C)C)CC)(C)C.Cl.C(NCC)C. Product: [CH2:12]([NH:8][C:35]([C:33]1[S:32][C:30]2[N:31]=[C:26]([NH2:25])[N:27]=[C:28]([C:38]3[CH:43]=[CH:42][CH:41]=[CH:40][CH:39]=3)[C:29]=2[CH:34]=1)=[O:37])[CH3:11]. The catalyst class is: 9. (2) Reactant: [NH2:1][C:2]1[CH:7]=[CH:6][N:5]=[C:4]([NH:8][C:9]2[CH:10]=[CH:11][C:12]([CH3:16])=[C:13]([OH:15])[CH:14]=2)[N:3]=1.C([O-])([O-])=O.[Cs+].[Cs+].Br[CH2:24][CH:25]=[C:26]([CH3:28])[CH3:27]. Product: [CH3:16][C:12]1[CH:11]=[CH:10][C:9]([NH:8][C:4]2[N:3]=[C:2]([NH2:1])[CH:7]=[CH:6][N:5]=2)=[CH:14][C:13]=1[O:15][CH2:24][CH:25]=[C:26]([CH3:28])[CH3:27]. The catalyst class is: 21.